This data is from Full USPTO retrosynthesis dataset with 1.9M reactions from patents (1976-2016). The task is: Predict the reactants needed to synthesize the given product. Given the product [C:16]1([CH2:6][CH2:7][CH2:8][CH2:9][CH2:10][CH2:11][CH3:12])[CH:21]=[CH:20][CH:19]=[CH:18][CH:17]=1, predict the reactants needed to synthesize it. The reactants are: O1CCCC1.[CH2:6]([Mg]Cl)[CH2:7][CH2:8][CH2:9][CH2:10][CH2:11][CH3:12].Cl[C:16]1[CH:21]=[CH:20][CH:19]=[CH:18][CH:17]=1.[Cl-].[NH4+].